Dataset: Catalyst prediction with 721,799 reactions and 888 catalyst types from USPTO. Task: Predict which catalyst facilitates the given reaction. (1) Reactant: Br[C:2]1[CH:3]=[C:4]2[C:8](=[CH:9][CH:10]=1)[NH:7][N:6]=[CH:5]2.[CH:11]([N:13]1[CH:17]=CN=N1)=C.[CH2:18]([N:20]([CH2:23]C)CC)C.[N:25]#N. Product: [N:6]1([CH:5]=[CH:4][C:8]2[CH:9]=[C:10]3[CH:2]=[CH:3][NH:25][C:17]3=[N:13][CH:11]=2)[CH:23]=[N:20][CH:18]=[N:7]1. The catalyst class is: 151. (2) Reactant: C(N(CC)CC)C.[N+:8]([C:11]1[N:12]=[C:13]2[N:18]([CH:19]=1)[CH2:17][CH2:16][C@H:15]([CH2:20][O:21][C:22]1[CH:27]=[CH:26][C:25]([N:28]3[CH2:33][CH2:32][NH:31][CH2:30][CH2:29]3)=[CH:24][CH:23]=1)[O:14]2)([O-:10])=[O:9].[CH3:34][S:35](Cl)(=[O:37])=[O:36].Cl. Product: [CH3:34][S:35]([N:31]1[CH2:32][CH2:33][N:28]([C:25]2[CH:26]=[CH:27][C:22]([O:21][CH2:20][C@@H:15]3[O:14][C:13]4=[N:12][C:11]([N+:8]([O-:10])=[O:9])=[CH:19][N:18]4[CH2:17][CH2:16]3)=[CH:23][CH:24]=2)[CH2:29][CH2:30]1)(=[O:37])=[O:36]. The catalyst class is: 2. (3) Reactant: [CH2:1](NC1C=CC=CC=1)[C:2]1[CH:7]=[CH:6][CH:5]=[CH:4][CH:3]=1.CC(O)=O.[BH3-]C#N.[Na+].[Cl:23][C:24]1[CH:25]=[C:26]([CH:28]=[CH:29][C:30]=1[F:31])[NH2:27]. Product: [CH2:1]([NH:27][C:26]1[CH:28]=[CH:29][C:30]([F:31])=[C:24]([Cl:23])[CH:25]=1)[C:2]1[CH:7]=[CH:6][CH:5]=[CH:4][CH:3]=1. The catalyst class is: 5.